The task is: Regression. Given two drug SMILES strings and cell line genomic features, predict the synergy score measuring deviation from expected non-interaction effect.. This data is from NCI-60 drug combinations with 297,098 pairs across 59 cell lines. Drug 1: C1=CC(=CC=C1C#N)C(C2=CC=C(C=C2)C#N)N3C=NC=N3. Drug 2: CC12CCC3C(C1CCC2OP(=O)(O)O)CCC4=C3C=CC(=C4)OC(=O)N(CCCl)CCCl.[Na+]. Cell line: SF-539. Synergy scores: CSS=1.44, Synergy_ZIP=-1.26, Synergy_Bliss=-3.29, Synergy_Loewe=-2.60, Synergy_HSA=-3.22.